This data is from Full USPTO retrosynthesis dataset with 1.9M reactions from patents (1976-2016). The task is: Predict the reactants needed to synthesize the given product. (1) Given the product [N:23]1([C:2]2[N:6]([C:7]3[CH:12]=[CH:11][C:10]([S:13]([CH3:16])(=[O:15])=[O:14])=[CH:9][CH:8]=3)[N:5]=[C:4]([C:17]([F:20])([F:19])[F:18])[C:3]=2[C:21]#[N:22])[CH2:29][CH2:28][CH2:27][CH2:26][CH2:25][CH2:24]1, predict the reactants needed to synthesize it. The reactants are: Cl[C:2]1[N:6]([C:7]2[CH:12]=[CH:11][C:10]([S:13]([CH3:16])(=[O:15])=[O:14])=[CH:9][CH:8]=2)[N:5]=[C:4]([C:17]([F:20])([F:19])[F:18])[C:3]=1[C:21]#[N:22].[NH:23]1[CH2:29][CH2:28][CH2:27][CH2:26][CH2:25][CH2:24]1.[F-].[K+].O. (2) Given the product [F:1][C:2]1[CH:7]=[CH:6][C:5]([C@@H:8]2[CH2:13][CH2:12][N:11]([C:23]([O:25][C:26]([CH3:29])([CH3:28])[CH3:27])=[O:24])[CH2:10][C@H:9]2[CH2:14][OH:15])=[CH:4][CH:3]=1, predict the reactants needed to synthesize it. The reactants are: [F:1][C:2]1[CH:7]=[CH:6][C:5]([C@@H:8]2[CH2:13][CH2:12][NH:11][CH2:10][C@H:9]2[CH2:14][OH:15])=[CH:4][CH:3]=1.C(N(CC)CC)C.[C:23](O[C:23]([O:25][C:26]([CH3:29])([CH3:28])[CH3:27])=[O:24])([O:25][C:26]([CH3:29])([CH3:28])[CH3:27])=[O:24]. (3) Given the product [CH2:25]([O:24][C:22](=[O:23])[O:8][C:5]1[N:4]=[C:3]([N:9]=[CH:10][N:11]([CH3:13])[CH3:12])[C:2]([F:1])=[CH:7][N:6]=1)[CH3:26], predict the reactants needed to synthesize it. The reactants are: [F:1][C:2]1[C:3]([N:9]=[CH:10][N:11]([CH3:13])[CH3:12])=[N:4][C:5]([OH:8])=[N:6][CH:7]=1.C(N(CC)CC)C.Cl[C:22]([O:24][CH2:25][CH3:26])=[O:23]. (4) The reactants are: C([C:5]1[N:10]=[CH:9][C:8]([C:11]2[NH:12][C:13]3[CH:19]=[CH:18][CH:17]=[CH:16][C:14]=3[N:15]=2)=[CH:7][N:6]=1)(C)(C)C.[C:20]1(C2CC(C3C=CC=CC=3)=C(C3C=CC=CC=3)C=2C2C=CC=CC=2)C=CC=C[CH:21]=1. Given the product [CH:9]1[C:8]2[C:11]3[N:15]([CH:20]=[CH:21][C:7]=2[N:6]=[CH:5][N:10]=1)[C:14]1[C:13](=[CH:19][CH:18]=[CH:17][CH:16]=1)[N:12]=3, predict the reactants needed to synthesize it. (5) Given the product [Cl:1][C:2]1[CH:3]=[CH:4][C:5]([N:16]2[CH:20]=[C:19]([CH2:25][OH:28])[N:18]=[N:17]2)=[C:6]([C:8]2[CH:13]=[C:12]([O:14][CH3:15])[N:11]=[CH:10][N:9]=2)[CH:7]=1, predict the reactants needed to synthesize it. The reactants are: [Cl:1][C:2]1[CH:3]=[CH:4][C:5]([N:16]2[CH:20]=[C:19]([Si](C)(C)C)[N:18]=[N:17]2)=[C:6]([C:8]2[CH:13]=[C:12]([O:14][CH3:15])[N:11]=[CH:10][N:9]=2)[CH:7]=1.[CH2:25]([OH:28])C#C. (6) The reactants are: CS(O[C@H:6]([CH2:11][CH2:12][CH2:13][CH2:14][CH2:15][CH2:16][CH2:17][CH2:18][CH2:19][CH2:20][CH2:21][CH2:22][CH3:23])[CH2:7][C:8]([NH2:10])=[O:9])(=O)=O.[N-:24]=[N+:25]=[N-:26].[Na+]. Given the product [N:24]([C@@H:6]([CH2:11][CH2:12][CH2:13][CH2:14][CH2:15][CH2:16][CH2:17][CH2:18][CH2:19][CH2:20][CH2:21][CH2:22][CH3:23])[CH2:7][C:8]([NH2:10])=[O:9])=[N+:25]=[N-:26], predict the reactants needed to synthesize it. (7) Given the product [F:1][C:2]1[CH:23]=[CH:22][C:5]([CH2:6][N:7]2[CH2:20][CH2:19][C:11]3[CH:12]=[C:13]4[C:17](=[CH:18][C:10]=3[NH:9][C:8]2=[O:21])[NH:16][N:15]=[C:14]4[I:33])=[CH:4][CH:3]=1, predict the reactants needed to synthesize it. The reactants are: [F:1][C:2]1[CH:23]=[CH:22][C:5]([CH2:6][N:7]2[CH2:20][CH2:19][C:11]3[CH:12]=[C:13]4[C:17](=[CH:18][C:10]=3[NH:9][C:8]2=[O:21])[NH:16][N:15]=[CH:14]4)=[CH:4][CH:3]=1.[OH-].[K+].C1C(=O)N([I:33])C(=O)C1.O. (8) Given the product [C:1]1([C:35]2[CH:40]=[CH:39][CH:38]=[CH:37][CH:36]=2)[CH:2]=[CH:3][C:4]([C:7]2[N:12]=[C:11]3[C:13]([C:47]([F:62])([F:61])[F:46])=[C:14]([O:24][C@H:25]4[C@H:29]5[O:30][CH2:31][C@@H:32]([OH:33])[C@H:28]5[O:27][CH2:26]4)[N:15]([CH2:16][O:17][CH2:18][CH2:19][Si:20]([CH3:21])([CH3:22])[CH3:23])[C:10]3=[CH:9][C:8]=2[Cl:34])=[CH:5][CH:6]=1, predict the reactants needed to synthesize it. The reactants are: [C:1]1([C:35]2[CH:40]=[CH:39][CH:38]=[CH:37][CH:36]=2)[CH:6]=[CH:5][C:4]([C:7]2[N:12]=[C:11]3[CH:13]=[C:14]([O:24][C@H:25]4[C@H:29]5[O:30][CH2:31][C@@H:32]([OH:33])[C@H:28]5[O:27][CH2:26]4)[N:15]([CH2:16][O:17][CH2:18][CH2:19][Si:20]([CH3:23])([CH3:22])[CH3:21])[C:10]3=[CH:9][C:8]=2[Cl:34])=[CH:3][CH:2]=1.F[B-](F)(F)F.[F:46][C:47]([F:62])([F:61])[S+]1C2C=CC=CC=2C2C=CC=CC1=2.C([O-])([O-])=O.[K+].[K+]. (9) Given the product [F:17][C:18]1[CH:23]=[C:22]([N:3]2[CH:4]=[C:5]([C:7]#[C:8][C:9]3[CH:10]=[C:11]([CH:14]=[CH:15][CH:16]=3)[C:12]#[N:13])[N:6]=[C:2]2[CH3:1])[CH:21]=[N:20][CH:19]=1, predict the reactants needed to synthesize it. The reactants are: [CH3:1][C:2]1[NH:3][CH:4]=[C:5]([C:7]#[C:8][C:9]2[CH:10]=[C:11]([CH:14]=[CH:15][CH:16]=2)[C:12]#[N:13])[N:6]=1.[F:17][C:18]1[CH:19]=[N:20][CH:21]=[C:22](F)[CH:23]=1.